Dataset: Catalyst prediction with 721,799 reactions and 888 catalyst types from USPTO. Task: Predict which catalyst facilitates the given reaction. Reactant: [CH3:1][N:2]1[CH2:7][CH2:6][N:5]([CH2:8][CH2:9][N:10]([C:15]2[CH:16]=[C:17]3[C:21](=[CH:22][CH:23]=2)[C:20](=[O:24])[N:19]([CH2:25][C:26]([O:28]C(C)(C)C)=[O:27])[C:18]3=[O:33])[S:11]([CH3:14])(=[O:13])=[O:12])[CH2:4][CH2:3]1.[C:34]([OH:40])([C:36]([F:39])([F:38])[F:37])=[O:35]. Product: [F:37][C:36]([F:39])([F:38])[C:34]([OH:40])=[O:35].[CH3:1][N:2]1[CH2:3][CH2:4][N:5]([CH2:8][CH2:9][N:10]([C:15]2[CH:16]=[C:17]3[C:21](=[CH:22][CH:23]=2)[C:20](=[O:24])[N:19]([CH2:25][C:26]([OH:28])=[O:27])[C:18]3=[O:33])[S:11]([CH3:14])(=[O:13])=[O:12])[CH2:6][CH2:7]1. The catalyst class is: 2.